Dataset: Forward reaction prediction with 1.9M reactions from USPTO patents (1976-2016). Task: Predict the product of the given reaction. (1) Given the reactants C([O:4][CH2:5][CH2:6][O:7][C:8]1[CH:38]=[CH:37][C:11]([C:12]([N:14]2[C:20]3[CH:21]=[CH:22][CH:23]=[CH:24][C:19]=3[CH2:18][N:17]([CH2:25][C:26]([O:28]CC3C=CC=CC=3)=O)[C:16](=[O:36])[CH2:15]2)=[O:13])=[C:10]([Cl:39])[CH:9]=1)(=O)C.O.[NH2:41][NH2:42].ClCCl, predict the reaction product. The product is: [Cl:39][C:10]1[CH:9]=[C:8]([O:7][CH2:6][CH2:5][OH:4])[CH:38]=[CH:37][C:11]=1[C:12]([N:14]1[C:20]2[CH:21]=[CH:22][CH:23]=[CH:24][C:19]=2[CH2:18][N:17]([CH2:25][C:26]([NH:41][NH2:42])=[O:28])[C:16](=[O:36])[CH2:15]1)=[O:13]. (2) Given the reactants [CH3:1][O:2][C:3]1[CH:31]=[CH:30][C:6]([CH2:7][O:8][C:9]2[CH:10]=[CH:11][C:12](=[N:19]S(C3C=CC(C)=CC=3)(=O)=O)[N:13]([CH2:15][C:16]([NH2:18])=O)[CH:14]=2)=[CH:5][CH:4]=1.FC(F)(F)C(OC(=O)C(F)(F)F)=O.CO.[OH-].[Na+], predict the reaction product. The product is: [CH3:1][O:2][C:3]1[CH:31]=[CH:30][C:6]([CH2:7][O:8][C:9]2[CH:10]=[CH:11][C:12]3[N:13]([CH:15]=[C:16]([NH2:18])[N:19]=3)[CH:14]=2)=[CH:5][CH:4]=1. (3) Given the reactants [Cl:1][C:2]1[CH:3]=[CH:4][C:5]2[N:11]3[CH:12]=[CH:13][CH:14]=[C:10]3[C@H:9]([CH2:15][C:16]([NH:18][CH2:19][CH2:20][C:21]([O:23]CC)=[O:22])=[O:17])[O:8][C@@H:7]([C:26]3[CH:31]=[CH:30][CH:29]=[C:28]([O:32][CH3:33])[C:27]=3[O:34][CH3:35])[C:6]=2[CH:36]=1.C(=O)([O-])[O-].[K+].[K+].Cl.C(OCC)(=O)C, predict the reaction product. The product is: [Cl:1][C:2]1[CH:3]=[CH:4][C:5]2[N:11]3[CH:12]=[CH:13][CH:14]=[C:10]3[C@H:9]([CH2:15][C:16]([NH:18][CH2:19][CH2:20][C:21]([OH:23])=[O:22])=[O:17])[O:8][C@@H:7]([C:26]3[CH:31]=[CH:30][CH:29]=[C:28]([O:32][CH3:33])[C:27]=3[O:34][CH3:35])[C:6]=2[CH:36]=1. (4) Given the reactants [ClH:1].C(=[N:4][N:5]([C:14]1[CH:19]=[CH:18][C:17]([O:20][CH3:21])=[C:16]([F:22])[CH:15]=1)[C:6](=[O:13])[C:7]1[CH:12]=[CH:11][CH:10]=[CH:9][CH:8]=1)C, predict the reaction product. The product is: [ClH:1].[F:22][C:16]1[CH:15]=[C:14]([N:5]([C:6](=[O:13])[C:7]2[CH:8]=[CH:9][CH:10]=[CH:11][CH:12]=2)[NH2:4])[CH:19]=[CH:18][C:17]=1[O:20][CH3:21]. (5) Given the reactants [CH3:1][O:2][C:3]1[CH:4]=[C:5]([CH:23]=[CH:24][C:25]=1[O:26][CH3:27])[CH2:6][CH:7]1[C:16]2[C:11](=[CH:12][C:13]([O:21][CH3:22])=[C:14]([O:17][CH:18]([CH3:20])[CH3:19])[CH:15]=2)[CH2:10][CH2:9][NH:8]1.Br[CH2:29][C:30](Br)=[O:31].[NH2:33][CH:34]1[C:42]2[C:37](=[CH:38][CH:39]=[C:40]([O:43][CH3:44])[CH:41]=2)[CH2:36][CH2:35]1, predict the reaction product. The product is: [CH3:1][O:2][C:3]1[CH:4]=[C:5]([CH:23]=[CH:24][C:25]=1[O:26][CH3:27])[CH2:6][CH:7]1[C:16]2[C:11](=[CH:12][C:13]([O:21][CH3:22])=[C:14]([O:17][CH:18]([CH3:20])[CH3:19])[CH:15]=2)[CH2:10][CH2:9][N:8]1[CH2:29][C:30]([NH:33][CH:34]1[C:42]2[C:37](=[CH:38][CH:39]=[C:40]([O:43][CH3:44])[CH:41]=2)[CH2:36][CH2:35]1)=[O:31]. (6) Given the reactants Cl[C:2]1[C:3]([NH:8][S:9]([C:12]2[CH:17]=[CH:16][CH:15]=[CH:14][C:13]=2[C:18]([F:21])([F:20])[F:19])(=[O:11])=[O:10])=[N:4][CH:5]=[CH:6][N:7]=1.[C:22]([C:25]1[CH:30]=[CH:29][C:28](B(O)O)=[CH:27][CH:26]=1)([OH:24])=[O:23], predict the reaction product. The product is: [F:19][C:18]([F:21])([F:20])[C:13]1[CH:14]=[CH:15][CH:16]=[CH:17][C:12]=1[S:9]([NH:8][C:3]1[C:2]([C:28]2[CH:29]=[CH:30][C:25]([C:22]([OH:24])=[O:23])=[CH:26][CH:27]=2)=[N:7][CH:6]=[CH:5][N:4]=1)(=[O:11])=[O:10].